This data is from Full USPTO retrosynthesis dataset with 1.9M reactions from patents (1976-2016). The task is: Predict the reactants needed to synthesize the given product. (1) Given the product [N:4]1[CH:5]=[CH:6][CH:7]=[C:2]([C:6]2[CH:7]=[CH:2][C:12]([CH:13]=[O:15])=[CH:11][CH:5]=2)[N:3]=1, predict the reactants needed to synthesize it. The reactants are: Cl[C:2]1[N:3]=[N:4][CH:5]=[CH:6][CH:7]=1.ClC1N=[C:13]([O:15]C)[CH:12]=[CH:11]N=1. (2) Given the product [NH2:25][C:20]1[N:21]=[C:22]([N:8]2[C:9]3[C:5](=[CH:4][CH:3]=[C:2]([I:1])[CH:10]=3)[C:6]([C:11]([OH:14])([CH3:12])[CH3:13])=[N:7]2)[C:23]([Cl:24])=[CH:18][N:19]=1, predict the reactants needed to synthesize it. The reactants are: [I:1][C:2]1[CH:10]=[C:9]2[C:5]([C:6]([C:11]([OH:14])([CH3:13])[CH3:12])=[N:7][NH:8]2)=[CH:4][CH:3]=1.[H-].[Na+].Cl[C:18]1[C:23]([Cl:24])=[CH:22][N:21]=[C:20]([NH2:25])[N:19]=1. (3) Given the product [C:1]([O:5][C:6](=[O:23])[NH:7][CH:8]([C:15]1[CH:20]=[CH:19][C:18]([Cl:21])=[C:17]([Cl:22])[CH:16]=1)[CH2:9][C:25]1[CH:30]=[N:29][C:28]([O:31][CH:32]2[CH2:33][CH2:34][O:35][CH2:36][CH2:37]2)=[C:27]([CH3:38])[CH:26]=1)([CH3:2])([CH3:3])[CH3:4], predict the reactants needed to synthesize it. The reactants are: [C:1]([O:5][C:6](=[O:23])[NH:7][CH:8]([C:15]1[CH:20]=[CH:19][C:18]([Cl:21])=[C:17]([Cl:22])[CH:16]=1)[C:9](=O)N(OC)C)([CH3:4])([CH3:3])[CH3:2].Br[C:25]1[CH:26]=[C:27]([CH3:38])[C:28]([O:31][CH:32]2[CH2:37][CH2:36][O:35][CH2:34][CH2:33]2)=[N:29][CH:30]=1. (4) Given the product [F:15][C:16]1[CH:21]=[CH:20][CH:19]=[C:18]([F:22])[C:17]=1[CH2:23][N:8]1[C:7]2[CH:9]=[CH:10][CH:11]=[C:12]([O:13][CH3:14])[C:6]=2[N:5]=[C:4]1[CH:1]1[CH2:3][CH2:2]1, predict the reactants needed to synthesize it. The reactants are: [CH:1]1([C:4]2[NH:5][C:6]3[C:12]([O:13][CH3:14])=[CH:11][CH:10]=[CH:9][C:7]=3[N:8]=2)[CH2:3][CH2:2]1.[F:15][C:16]1[CH:21]=[CH:20][CH:19]=[C:18]([F:22])[C:17]=1[CH2:23]Br. (5) Given the product [F:48][C:37]1[CH:36]=[C:35]([O:34][CH2:33][C:32]2[CH:49]=[CH:50][C:29]([CH2:28][N:9]([CH2:8][CH2:7][C:1]3[CH:6]=[CH:5][CH:4]=[CH:3][CH:2]=3)[C:10]3[S:11][CH:12]=[C:13]([C:15]4[CH:16]=[CH:17][C:18]([C:21]([F:23])([F:24])[F:22])=[CH:19][CH:20]=4)[N:14]=3)=[CH:30][CH:31]=2)[CH:40]=[CH:39][C:38]=1[CH2:41][CH2:42][C:43]([O:45][CH2:46][CH3:47])=[O:44], predict the reactants needed to synthesize it. The reactants are: [C:1]1([CH2:7][CH2:8][NH:9][C:10]2[S:11][CH:12]=[C:13]([C:15]3[CH:20]=[CH:19][C:18]([C:21]([F:24])([F:23])[F:22])=[CH:17][CH:16]=3)[N:14]=2)[CH:6]=[CH:5][CH:4]=[CH:3][CH:2]=1.[H-].[Na+].Cl[CH2:28][C:29]1[CH:50]=[CH:49][C:32]([CH2:33][O:34][C:35]2[CH:40]=[CH:39][C:38]([CH2:41][CH2:42][C:43]([O:45][CH2:46][CH3:47])=[O:44])=[C:37]([F:48])[CH:36]=2)=[CH:31][CH:30]=1.Cl.